From a dataset of Catalyst prediction with 721,799 reactions and 888 catalyst types from USPTO. Predict which catalyst facilitates the given reaction. (1) Reactant: [CH2:1]([NH:8][CH2:9][CH2:10][N:11]1[C:20]2[C:15]([C:16](=[O:22])[NH:17][C:18](=[O:21])[N:19]=2)=[N:14][C:13]2[CH:23]=[C:24]([CH3:28])[C:25]([Cl:27])=[CH:26][C:12]1=2)[C:2]1[CH:7]=[CH:6][CH:5]=[CH:4][CH:3]=1.[C:29](O[C:29]([O:31][C:32]([CH3:35])([CH3:34])[CH3:33])=[O:30])([O:31][C:32]([CH3:35])([CH3:34])[CH3:33])=[O:30].CCN(CC)CC. Product: [CH2:1]([N:8]([CH2:9][CH2:10][N:11]1[C:20]2[C:15]([C:16](=[O:22])[NH:17][C:18](=[O:21])[N:19]=2)=[N:14][C:13]2[CH:23]=[C:24]([CH3:28])[C:25]([Cl:27])=[CH:26][C:12]1=2)[C:29](=[O:30])[O:31][C:32]([CH3:35])([CH3:34])[CH3:33])[C:2]1[CH:3]=[CH:4][CH:5]=[CH:6][CH:7]=1. The catalyst class is: 5. (2) Reactant: [O:1]1[CH2:6][CH2:5][N:4]([C:7]2[CH:23]=[N:22][C:10]3[S:11][CH2:12][CH2:13][N:14](C(OC(C)(C)C)=O)[C:9]=3[CH:8]=2)[CH2:3][CH2:2]1.C(O)(C(F)(F)F)=O. Product: [NH:14]1[CH2:13][CH2:12][S:11][C:10]2[N:22]=[CH:23][C:7]([N:4]3[CH2:3][CH2:2][O:1][CH2:6][CH2:5]3)=[CH:8][C:9]1=2. The catalyst class is: 2.